Predict the product of the given reaction. From a dataset of Forward reaction prediction with 1.9M reactions from USPTO patents (1976-2016). (1) Given the reactants Br[C:2]1[C:3]([C:10]2[CH:15]=[CH:14][C:13]([F:16])=[CH:12][CH:11]=2)=[N:4][N:5]([CH:7]2[CH2:9][CH2:8]2)[CH:6]=1.C1(N2C=CC(C3C=CC(F)=CC=3)=N2)CC1.CC1(C)C(C)(C)OB([C:40]2[CH:41]=[CH:42][C:43]3[N:44]([CH:46]=[C:47]([NH:49][C:50](=[O:52])[CH3:51])[N:48]=3)[N:45]=2)O1.[O-]P([O-])([O-])=O.[K+].[K+].[K+], predict the reaction product. The product is: [CH:7]1([N:5]2[CH:6]=[C:2]([C:40]3[CH:41]=[CH:42][C:43]4[N:44]([CH:46]=[C:47]([NH:49][C:50](=[O:52])[CH3:51])[N:48]=4)[N:45]=3)[C:3]([C:10]3[CH:15]=[CH:14][C:13]([F:16])=[CH:12][CH:11]=3)=[N:4]2)[CH2:9][CH2:8]1. (2) The product is: [CH3:21][N:22]([CH3:29])[CH:23]1[CH2:28][CH2:27][N:26]([C:15]([CH:13]2[C:14]3[CH:1]=[CH:2][CH:3]=[CH:4][C:5]=3[O:6][C:7]3[C:12]2=[CH:11][CH:10]=[CH:9][CH:8]=3)=[O:17])[CH2:25][CH2:24]1. Given the reactants [CH:1]1[C:14]2[CH:13]([C:15]([OH:17])=O)[C:12]3[C:7](=[CH:8][CH:9]=[CH:10][CH:11]=3)[O:6][C:5]=2[CH:4]=[CH:3][CH:2]=1.C(Cl)Cl.[CH3:21][N:22]([CH3:29])[CH:23]1[CH2:28][CH2:27][NH:26][CH2:25][CH2:24]1.CCN(C(C)C)C(C)C.C1C=CC2N(O)N=NC=2C=1.CCN=C=NCCCN(C)C, predict the reaction product.